Dataset: Reaction yield outcomes from USPTO patents with 853,638 reactions. Task: Predict the reaction yield, written as a fraction of the theoretical maximum amount of product (1.0 means a 100% yield; for example, 0.34 means a 34% yield). (1) The reactants are [Cl:1][C:2]1[C:7]2[S:8][C:9]([C:11]3[C:16]([Cl:17])=[CH:15][C:14](I)=[CH:13][C:12]=3[Cl:19])=[N:10][C:6]=2[CH:5]=[CH:4][N:3]=1.C(=O)([O-])[O-].[Na+].[Na+].O1CCO[CH2:28][CH2:27]1. The catalyst is O.Cl[Pd](Cl)([P](C1C=CC=CC=1)(C1C=CC=CC=1)C1C=CC=CC=1)[P](C1C=CC=CC=1)(C1C=CC=CC=1)C1C=CC=CC=1. The product is [Cl:1][C:2]1[C:7]2[S:8][C:9]([C:11]3[C:16]([Cl:17])=[CH:15][C:14]([CH:27]=[CH2:28])=[CH:13][C:12]=3[Cl:19])=[N:10][C:6]=2[CH:5]=[CH:4][N:3]=1. The yield is 0.720. (2) The reactants are [C:1]([C:4]1[CH:13]=[C:12]([C:14]2[S:15][CH:16]=[CH:17][CH:18]=2)[C:11]([O:19][CH3:20])=[CH:10][C:5]=1[O:6][CH2:7][C:8]#[N:9])(=[O:3])C.C(O)(C)C.[N-:25]=[N+:26]=[N-:27].[Na+].Cl. The catalyst is O.C(OCC)(=O)C.[Br-].[Zn+2].[Br-].O1CCCC1. The product is [CH3:20][O:19][C:11]1[C:12]([C:14]2[S:15][CH:16]=[CH:17][CH:18]=2)=[CH:13][C:4]([CH:1]=[O:3])=[C:5]([O:6][CH2:7][C:8]2[NH:9][N:27]=[N:26][N:25]=2)[CH:10]=1. The yield is 0.650. (3) The reactants are [CH2:1]=O.O.[C:4]([OH:14])(=O)[C:5]1[NH:12][C:10](=[O:11])[NH:9][C:7](=[O:8])[CH:6]=1.[CH:15]([NH2:18])([CH3:17])[CH3:16].Cl. The catalyst is COCCO.C(O)C. The product is [OH:11][C:10]1[N:9]=[C:7]([OH:8])[C:6]2[CH2:1][N:18]([CH:15]([CH3:17])[CH3:16])[C:4](=[O:14])[C:5]=2[N:12]=1. The yield is 0.730. (4) The reactants are CN1[CH2:7][CH2:6][N:5]([CH2:8][C:9]([NH:11][C:12]2[CH:13]=[C:14]([CH:38]=[C:39]([C:41]([F:44])([F:43])[F:42])[CH:40]=2)[C:15]([NH:17][C:18]2[CH:19]=[C:20]([C:24]3[N:29]4[N:30]=[CH:31][C:32]([C:33]([O:35][CH2:36][CH3:37])=[O:34])=[C:28]4[N:27]=[CH:26][CH:25]=3)[CH:21]=[CH:22][CH:23]=2)=[O:16])=[O:10])[CH2:4][CH2:3]1.ClCC(NC1C=C(C=C(C(F)(F)F)C=1)C(NC1C=C(C2N3N=CC(C(OCC)=O)=C3N=CC=2)C=CC=1)=O)=[O:48].N1CCOCC1. No catalyst specified. The product is [N:5]1([CH2:8][C:9]([NH:11][C:12]2[CH:13]=[C:14]([CH:38]=[C:39]([C:41]([F:43])([F:42])[F:44])[CH:40]=2)[C:15]([NH:17][C:18]2[CH:19]=[C:20]([C:24]3[N:29]4[N:30]=[CH:31][C:32]([C:33]([O:35][CH2:36][CH3:37])=[O:34])=[C:28]4[N:27]=[CH:26][CH:25]=3)[CH:21]=[CH:22][CH:23]=2)=[O:16])=[O:10])[CH2:4][CH2:3][O:48][CH2:7][CH2:6]1. The yield is 0.890. (5) The reactants are [Cl:1][C:2]1[CH:3]=[CH:4][C:5]([CH2:8][O:9][C:10]2[CH:15]=[CH:14][N:13]([C:16]3[CH:17]=[CH:18][C:19]4[C:20]5[CH2:29][N:28](C(OC(C)(C)C)=O)[CH2:27][CH2:26][C:21]=5[N:22]([CH3:25])[C:23]=4[CH:24]=3)[C:12](=[O:37])[CH:11]=2)=[N:6][CH:7]=1.C1(N)C(F)=C(F)C(F)=C(N)C=1F.[ClH:50].Cl. No catalyst specified. The product is [ClH:1].[ClH:50].[Cl:1][C:2]1[CH:3]=[CH:4][C:5]([CH2:8][O:9][C:10]2[CH:15]=[CH:14][N:13]([C:16]3[CH:17]=[CH:18][C:19]4[C:20]5[CH2:29][NH:28][CH2:27][CH2:26][C:21]=5[N:22]([CH3:25])[C:23]=4[CH:24]=3)[C:12](=[O:37])[CH:11]=2)=[N:6][CH:7]=1. The yield is 0.970.